From a dataset of Catalyst prediction with 721,799 reactions and 888 catalyst types from USPTO. Predict which catalyst facilitates the given reaction. (1) Reactant: [NH2:1][C@H:2]1[CH2:7][CH2:6][CH2:5][CH2:4][C@H:3]1[NH:8][C:9]1[N:14]=[C:13]([NH:15][C:16]2[CH:24]=[CH:23][CH:22]=[C:21]3[C:17]=2[CH:18]=[CH:19][N:20]3[CH2:25][CH2:26][CH2:27][C:28]2[CH:33]=[CH:32][C:31]([O:34]C)=[CH:30][CH:29]=2)[C:12]([C:36]([NH2:38])=[O:37])=[CH:11][N:10]=1.B(Br)(Br)Br.N. Product: [NH2:1][C@H:2]1[CH2:7][CH2:6][CH2:5][CH2:4][C@H:3]1[NH:8][C:9]1[N:14]=[C:13]([NH:15][C:16]2[CH:24]=[CH:23][CH:22]=[C:21]3[C:17]=2[CH:18]=[CH:19][N:20]3[CH2:25][CH2:26][CH2:27][C:28]2[CH:33]=[CH:32][C:31]([OH:34])=[CH:30][CH:29]=2)[C:12]([C:36]([NH2:38])=[O:37])=[CH:11][N:10]=1. The catalyst class is: 2. (2) Product: [Cl:1][C:2]1[CH:6]=[N:5][N:4]2[C:7](=[O:9])[C:3]3=[C:2]([Cl:1])[CH:6]=[N:5][N:4]3[C:7](=[O:9])[C:3]=12. The catalyst class is: 309. Reactant: [Cl:1][C:2]1[C:3]([C:7]([OH:9])=O)=[N:4][NH:5][CH:6]=1. (3) Reactant: [I-].[O:2]1[C:6]2([CH2:11][CH2:10][C:9]([C:12]3[CH:17]=[CH:16][N+:15]([CH3:18])=[CH:14][CH:13]=3)=[CH:8][CH2:7]2)[O:5][CH2:4][CH2:3]1.[OH-:19].[Na+]. Product: [O:2]1[C:6]2([CH2:11][CH2:10][C:9]([C:12]3[CH:13]=[CH:14][N:15]([CH3:18])[C:16](=[O:19])[CH:17]=3)=[CH:8][CH2:7]2)[O:5][CH2:4][CH2:3]1. The catalyst class is: 1. (4) Reactant: [N+:1]([C:4]1[CH:13]=[CH:12][CH:11]=[C:10]2[C:5]=1[CH:6]=[CH:7]O[C:9]2=[O:14])([O-:3])=[O:2].[NH2:15][CH:16]([CH2:19][OH:20])[CH2:17][OH:18].C[OH:22].C(N([CH2:28][CH3:29])CC)C.C(Cl)Cl.[C:33](OC(=O)C)(=[O:35])[CH3:34]. Product: [C:33]([O:18][CH2:17][CH:16]([N:15]1[CH:7]=[CH:6][C:5]2[C:10](=[CH:11][CH:12]=[CH:13][C:4]=2[N+:1]([O-:3])=[O:2])[C:9]1=[O:14])[CH2:19][O:20][C:28](=[O:22])[CH3:29])(=[O:35])[CH3:34]. The catalyst class is: 277. (5) Product: [CH3:16][Si:15]([CH3:18])([CH3:17])[C:5]1[CH:6]=[CH:7][C:2]([Br:1])=[CH:3][CH:4]=1. The catalyst class is: 36. Reactant: [Br:1][C:2]1[CH:7]=[CH:6][C:5](Br)=[CH:4][CH:3]=1.[Li]CCCC.Cl[Si:15]([CH3:18])([CH3:17])[CH3:16].C(N(CC)CC)C. (6) Reactant: [CH2:1]([C:5]1[N:10]=[C:9]([C:11]2[CH:15]=[C:14]([NH:16][C:17](=[O:24])[CH2:18][C:19](OCC)=[O:20])[NH:13][N:12]=2)[C:8]([CH3:25])=[N:7][CH:6]=1)[CH:2]([CH3:4])[CH3:3].C(N(CC)CC)C.O.Cl. Product: [CH2:1]([C:5]1[N:10]=[C:9]([C:11]2[CH:15]=[C:14]3[N:16]=[C:17]([OH:24])[CH:18]=[C:19]([OH:20])[N:13]3[N:12]=2)[C:8]([CH3:25])=[N:7][CH:6]=1)[CH:2]([CH3:4])[CH3:3]. The catalyst class is: 111. (7) Reactant: [Cl:1][C:2]1[CH:10]=[CH:9][CH:8]=[C:7]2[C:3]=1[C:4]([C:17](=[O:22])C(F)(F)F)=[CH:5][N:6]2[C:11]1[N:16]=[CH:15][CH:14]=[CH:13][N:12]=1.[OH-:23].[Na+].O. Product: [Cl:1][C:2]1[CH:10]=[CH:9][CH:8]=[C:7]2[C:3]=1[C:4]([C:17]([OH:22])=[O:23])=[CH:5][N:6]2[C:11]1[N:12]=[CH:13][CH:14]=[CH:15][N:16]=1. The catalyst class is: 8.